Dataset: Forward reaction prediction with 1.9M reactions from USPTO patents (1976-2016). Task: Predict the product of the given reaction. (1) Given the reactants [CH2:1]([O:8][C:9]1[CH:14]=[CH:13][C:12]([C:15]2[S:19][C:18]([C:20]([OH:22])=O)=[CH:17][CH:16]=2)=[CH:11][CH:10]=1)[C:2]1[CH:7]=[CH:6][CH:5]=[CH:4][CH:3]=1.Cl.[CH3:24][O:25][C:26](=[O:36])[C@H:27]([CH2:29][C:30]1[CH:35]=[CH:34][CH:33]=[CH:32][CH:31]=1)[NH2:28].ON1C2C=CC=CC=2N=N1.C(N(CC)CC)C.Cl.CN(C)CCCN=C=NCC, predict the reaction product. The product is: [CH3:24][O:25][C:26](=[O:36])[CH:27]([NH:28][C:20]([C:18]1[S:19][C:15]([C:12]2[CH:11]=[CH:10][C:9]([O:8][CH2:1][C:2]3[CH:3]=[CH:4][CH:5]=[CH:6][CH:7]=3)=[CH:14][CH:13]=2)=[CH:16][CH:17]=1)=[O:22])[CH2:29][C:30]1[CH:35]=[CH:34][CH:33]=[CH:32][CH:31]=1. (2) Given the reactants Cl[C:2]1[CH:11]=[CH:10][C:9]2[C:4](=[CH:5][CH:6]=[C:7]([Cl:22])[C:8]=2[NH:12][C:13](=[O:21])[CH2:14][CH:15]2[CH2:20][CH2:19][CH2:18][CH2:17][CH2:16]2)[N:3]=1.[NH:23]1[CH2:28][CH2:27][CH2:26][C@H:25]([NH2:29])[CH2:24]1.C(N(CC)CC)C, predict the reaction product. The product is: [NH2:29][C@H:25]1[CH2:26][CH2:27][CH2:28][N:23]([C:2]2[CH:11]=[CH:10][C:9]3[C:4](=[CH:5][CH:6]=[C:7]([Cl:22])[C:8]=3[NH:12][C:13](=[O:21])[CH2:14][CH:15]3[CH2:20][CH2:19][CH2:18][CH2:17][CH2:16]3)[N:3]=2)[CH2:24]1. (3) Given the reactants [F:1][C:2]([F:26])([F:25])[C:3]1[CH:24]=[CH:23][CH:22]=[CH:21][C:4]=1[O:5][CH:6]1[CH2:11][CH2:10][N:9]([C:12]2[N:17]=[N:16][C:15]([C:18]([OH:20])=O)=[CH:14][CH:13]=2)[CH2:8][CH2:7]1.C[N:28](C(ON1N=NC2C=CC=NC1=2)=[N+](C)C)C.F[P-](F)(F)(F)(F)F.C1C=CC2N(O)N=NC=2C=1.[Cl-].[NH4+].C(N(CC)CC)C.C([O-])(O)=O.[Na+], predict the reaction product. The product is: [F:1][C:2]([F:25])([F:26])[C:3]1[CH:24]=[CH:23][CH:22]=[CH:21][C:4]=1[O:5][CH:6]1[CH2:7][CH2:8][N:9]([C:12]2[N:17]=[N:16][C:15]([C:18]([NH2:28])=[O:20])=[CH:14][CH:13]=2)[CH2:10][CH2:11]1. (4) Given the reactants [C:1]([O:5][C:6](=[O:19])[NH:7][C:8]1[CH:13]=[C:12]([N+:14]([O-:16])=[O:15])[CH:11]=[CH:10][C:9]=1[O:17][CH3:18])([CH3:4])([CH3:3])[CH3:2].[CH3:20][Si:21]([CH2:24][Mg]Cl)([CH3:23])[CH3:22].ClC1C(=O)C(C#N)=C(C#N)C(=O)C=1Cl.C(O)(=O)C, predict the reaction product. The product is: [C:1]([O:5][C:6](=[O:19])[NH:7][C:8]1[CH:13]=[C:12]([N+:14]([O-:16])=[O:15])[C:11]([CH2:20][Si:21]([CH3:24])([CH3:23])[CH3:22])=[CH:10][C:9]=1[O:17][CH3:18])([CH3:4])([CH3:3])[CH3:2]. (5) Given the reactants Cl.[NH2:2][C:3]1[N:8]=[CH:7][N:6]=[C:5]2[N:9]([CH:20]([C:22]3[O:23][C:24](=[O:45])[C:25]4[C:30]([C:31]=3[C:32]3[CH2:33][N:34](CC5C=CC=CC=5)[CH2:35][CH2:36][CH:37]=3)=[CH:29][CH:28]=[CH:27][CH:26]=4)[CH3:21])[N:10]=[C:11]([C:12]3[CH:17]=[C:16]([OH:18])[CH:15]=[C:14]([F:19])[CH:13]=3)[C:4]=12.CCN(C(C)C)C(C)C.C(Cl)(=O)OC(Cl)C, predict the reaction product. The product is: [CH:24]([OH:45])=[O:23].[NH2:2][C:3]1[N:8]=[CH:7][N:6]=[C:5]2[N:9]([CH:20]([C:22]3[O:23][C:24](=[O:45])[C:25]4[C:30]([C:31]=3[C:32]3[CH2:33][NH:34][CH2:35][CH2:36][CH:37]=3)=[CH:29][CH:28]=[CH:27][CH:26]=4)[CH3:21])[N:10]=[C:11]([C:12]3[CH:17]=[C:16]([OH:18])[CH:15]=[C:14]([F:19])[CH:13]=3)[C:4]=12. (6) Given the reactants [C:1]([CH2:4][CH2:5][C:6]1[C:18]([CH2:19][CH2:20][CH2:21][CH2:22][CH2:23][CH2:24][O:25][C:26]2[CH:31]=[C:30](Br)[CH:29]=[C:28](Br)[CH:27]=2)=[CH:17][CH:16]=[CH:15][C:7]=1[O:8][CH2:9][CH2:10][CH2:11][C:12]([OH:14])=[O:13])([OH:3])=[O:2].[N:34]1[CH:39]=[C:38](B(O)O)[CH:37]=[N:36][CH:35]=1.C(=O)([O-])[O-].[K+].[K+], predict the reaction product. The product is: [C:1]([CH2:4][CH2:5][C:6]1[C:18]([CH2:19][CH2:20][CH2:21][CH2:22][CH2:23][CH2:24][O:25][C:26]2[CH:31]=[C:30]([C:38]3[CH:39]=[N:34][CH:35]=[N:36][CH:37]=3)[CH:29]=[C:28]([C:38]3[CH:39]=[N:34][CH:35]=[N:36][CH:37]=3)[CH:27]=2)=[CH:17][CH:16]=[CH:15][C:7]=1[O:8][CH2:9][CH2:10][CH2:11][C:12]([OH:14])=[O:13])([OH:3])=[O:2]. (7) Given the reactants [CH3:1][C:2]1([CH3:33])[CH2:8][C:7](=[O:9])[CH2:6][CH2:5][C:4]([CH3:11])([CH3:10])[P:3]1[C:12]1[CH:17]=[CH:16][CH:15]=[CH:14][C:13]=1[C:18]1[C:23]([CH:24]([CH3:26])[CH3:25])=[CH:22][C:21]([CH:27]([CH3:29])[CH3:28])=[CH:20][C:19]=1[CH:30]([CH3:32])[CH3:31].B(F)(F)F.[CH3:38]COCC.C[Si](C=[N+]=[N-])(C)C, predict the reaction product. The product is: [CH3:33][C:2]1([CH3:1])[CH2:8][C:7](=[O:9])[CH2:38][CH2:6][CH2:5][C:4]([CH3:11])([CH3:10])[P:3]1[C:12]1[CH:17]=[CH:16][CH:15]=[CH:14][C:13]=1[C:18]1[C:23]([CH:24]([CH3:25])[CH3:26])=[CH:22][C:21]([CH:27]([CH3:29])[CH3:28])=[CH:20][C:19]=1[CH:30]([CH3:31])[CH3:32]. (8) Given the reactants [Br:1][C:2]1[CH:7]=[C:6]([N+:8]([O-:10])=[O:9])[CH:5]=[CH:4][C:3]=1[C:11]1[O:12][C:13]2[C:18]([C:19](=[O:21])[CH:20]=1)=[C:17]([O:22]C)[CH:16]=[C:15]([O:24]C)[C:14]=2[C@@H:26]1[CH2:30][CH2:29][N:28]([CH3:31])[C@H:27]1[CH2:32][OH:33].Cl.N1C=CC=CC=1, predict the reaction product. The product is: [Br:1][C:2]1[CH:7]=[C:6]([N+:8]([O-:10])=[O:9])[CH:5]=[CH:4][C:3]=1[C:11]1[O:12][C:13]2[C:18]([C:19](=[O:21])[CH:20]=1)=[C:17]([OH:22])[CH:16]=[C:15]([OH:24])[C:14]=2[C@@H:26]1[CH2:30][CH2:29][N:28]([CH3:31])[C@H:27]1[CH2:32][OH:33]. (9) Given the reactants F[P-](F)(F)(F)(F)F.N1(OC(N(C)C)=[N+](C)C)C2N=CC=CC=2N=N1.[C:25]([O:29][C:30]([N:32]1[CH2:37][CH2:36][C:35]([CH2:41][NH:42][C:43]([O:45][C:46]([CH3:49])([CH3:48])[CH3:47])=[O:44])([C:38](O)=[O:39])[CH2:34][CH2:33]1)=[O:31])([CH3:28])([CH3:27])[CH3:26].Cl.[Br:51][C:52]1[CH:56]=[C:55]([CH2:57][NH2:58])[O:54][N:53]=1.C(N(C(C)C)C(C)C)C, predict the reaction product. The product is: [Br:51][C:52]1[CH:56]=[C:55]([CH2:57][NH:58][C:38]([C:35]2([CH2:41][NH:42][C:43]([O:45][C:46]([CH3:49])([CH3:48])[CH3:47])=[O:44])[CH2:34][CH2:33][N:32]([C:30]([O:29][C:25]([CH3:28])([CH3:27])[CH3:26])=[O:31])[CH2:37][CH2:36]2)=[O:39])[O:54][N:53]=1. (10) Given the reactants Br[C:2]1[CH:3]=[C:4]2[C:10]([C:11]3[N:16]=[C:15]([N:17]4[CH2:22][CH2:21][CH2:20][C@H:19]([NH:23]C(=O)OC(C)(C)C)[CH2:18]4)[CH:14]=[CH:13][CH:12]=3)=[N:9][N:8](C3CCCCO3)[C:5]2=[CH:6][N:7]=1.CC([NH:41][C:42]([NH2:44])=[O:43])(C)C, predict the reaction product. The product is: [NH2:23][C@H:19]1[CH2:20][CH2:21][CH2:22][N:17]([C:15]2[N:16]=[C:11]([C:10]3[C:4]4[C:5](=[CH:6][N:7]=[C:2]([NH:41][C:42]([NH2:44])=[O:43])[CH:3]=4)[NH:8][N:9]=3)[CH:12]=[CH:13][CH:14]=2)[CH2:18]1.